From a dataset of Forward reaction prediction with 1.9M reactions from USPTO patents (1976-2016). Predict the product of the given reaction. The product is: [ClH:32].[NH2:23][CH:18]1[CH2:17][CH2:16][C:15]2[N:14]=[C:13]([N:8]3[C:9](=[O:12])[CH:10]=[N:11][C:6]4[CH:5]=[CH:4][C:3]([O:2][CH3:1])=[N:31][C:7]3=4)[N:22]=[CH:21][C:20]=2[CH2:19]1. Given the reactants [CH3:1][O:2][C:3]1[CH:4]=[CH:5][C:6]2[N:11]=[CH:10][C:9](=[O:12])[N:8]([C:13]3[N:22]=[CH:21][C:20]4[CH2:19][CH:18]([NH:23]C(=O)OC(C)(C)C)[CH2:17][CH2:16][C:15]=4[N:14]=3)[C:7]=2[N:31]=1.[ClH:32].O1CCOCC1, predict the reaction product.